This data is from Drug-target binding data from BindingDB using Ki measurements. The task is: Regression. Given a target protein amino acid sequence and a drug SMILES string, predict the binding affinity score between them. We predict pKi (pKi = -log10(Ki in M); higher means stronger inhibition). Dataset: bindingdb_ki. The target protein (Q58DD0) has sequence MTGSFWLLLSLVAVTAAQSTTEEQAKTFLEKFNHEAEDLSYQSSLASWNYNTNITDENVQKMNEARAKWSAFYEEQSRMAKTYSLEEIQNLTLKRQLKALQHSGTSALSAEKSKRLNTILNKMSTIYSTGKVLDPNTQECLALEPGLDDIMENSRDYNRRLWAWEGWRAEVGKQLRPLYEEYVVLENEMARANNYEDYGDYWRGDYEVTGAGDYDYSRDQLMKDVERTFAEIKPLYEQLHAYVRAKLMHTYPSYISPTGCLPAHLLGDMWGRFWTNLYSLTVPFEHKPSIDVTEKMENQSWDAERIFKEAEKFFVSISLPYMTQGFWDNSMLTEPGDGRKVVCHPTAWDLGKGDFRIKMCTKVTMDDFLTAHHEMGHIQYDMAYAAQPYLLRNGANEGFHEAVGEIMSLSAATPHYLKALGLLAPDFHEDNETEINFLLKQALTIVGTLPFTYMLEKWRWMVFKGEIPKQQWMEKWWEMKREIVGVVEPLPHDETYCDPA.... The pKi is 7.2. The drug is CC[C@H](C)[C@H](NC(=O)[C@H](Cc1ccc(O)cc1)NC(=O)[C@@H](NC(=O)[C@@H](N)CCCN=C(N)N)C(C)C)C(=O)N[C@@H](Cc1cnc[nH]1)C(=O)N1CCC[C@H]1C(=O)N[C@@H](Cc1ccccc1)C(=O)O.